The task is: Regression/Classification. Given an antibody's heavy chain and light chain sequences, predict its developability. TAP uses regression for 5 developability metrics; SAbDab uses binary classification.. This data is from Antibody developability classification from SAbDab with 2,409 antibodies. The antibody is ['EVMLVESGGGLVQPGGSLRLSCATSGFTFIDYYMSWVRQPPGKALEWLGFIRNKGNGYTTEYSTSVKGRFTISRDNSQSAVYLQMNTLRAEDSATYYCARDIGYGNSPFAYWGQGTLVTVSA', 'DIVLTQSPASLAVSLGQRATISCRASKSVSSSVNSYMHWYQQKPGQPPKLLIYLASNLESGVPARFSGSGSGTDFTLNIHPVEEEDAATYYCQHSRELRTFGGGTKLEIK']. Result: 0 (not developable).